This data is from Catalyst prediction with 721,799 reactions and 888 catalyst types from USPTO. The task is: Predict which catalyst facilitates the given reaction. (1) Reactant: [Br:1][C:2]1[CH:7]=[CH:6][C:5]([CH2:8][C:9](=[O:11])[CH3:10])=[CH:4][CH:3]=1.S(Cl)([Cl:15])(=O)=O. Product: [Br:1][C:2]1[CH:3]=[CH:4][C:5]([CH:8]([Cl:15])[C:9](=[O:11])[CH3:10])=[CH:6][CH:7]=1. The catalyst class is: 2. (2) Reactant: [N:1]1([C:5]2[N:10]=[CH:9][C:8]([C:11]3([OH:18])[CH2:16][CH2:15][C:14](=O)[CH2:13][CH2:12]3)=[CH:7][CH:6]=2)[CH2:4][CH2:3][CH2:2]1.[NH:19]1[CH2:23][CH2:22][C@@H:21]([NH:24][C:25]([CH2:27][NH:28][C:29](=[O:40])[C:30]2[CH:35]=[CH:34][CH:33]=[C:32]([C:36]([F:39])([F:38])[F:37])[CH:31]=2)=[O:26])[CH2:20]1.[BH-](OC(C)=O)(OC(C)=O)OC(C)=O.[Na+].C([O-])([O-])=O.[Na+].[Na+]. Product: [N:1]1([C:5]2[N:10]=[CH:9][C:8]([C:11]3([OH:18])[CH2:16][CH2:15][CH:14]([N:19]4[CH2:23][CH2:22][C@@H:21]([NH:24][C:25](=[O:26])[CH2:27][NH:28][C:29](=[O:40])[C:30]5[CH:35]=[CH:34][CH:33]=[C:32]([C:36]([F:37])([F:39])[F:38])[CH:31]=5)[CH2:20]4)[CH2:13][CH2:12]3)=[CH:7][CH:6]=2)[CH2:4][CH2:3][CH2:2]1. The catalyst class is: 2. (3) Reactant: Br[C:2]1[CH:7]=[CH:6][CH:5]=[CH:4][N:3]=1.C([Li])CCC.[O:13]=[C:14]1[CH2:19][CH2:18][CH2:17][CH2:16][N:15]1[C:20]([O:22][C:23]([CH3:26])([CH3:25])[CH3:24])=[O:21].[Cl-].[NH4+]. Product: [O:13]=[C:14]([C:2]1[CH:7]=[CH:6][CH:5]=[CH:4][N:3]=1)[CH2:19][CH2:18][CH2:17][CH2:16][NH:15][C:20](=[O:21])[O:22][C:23]([CH3:25])([CH3:24])[CH3:26]. The catalyst class is: 134.